Dataset: Reaction yield outcomes from USPTO patents with 853,638 reactions. Task: Predict the reaction yield, written as a fraction of the theoretical maximum amount of product (1.0 means a 100% yield; for example, 0.34 means a 34% yield). (1) The reactants are O[C:2]1([C:13]([CH3:17])([CH3:16])[CH2:14][OH:15])[CH2:5][N:4]([C:6]([O:8][C:9]([CH3:12])([CH3:11])[CH3:10])=[O:7])[CH2:3]1.CC([O-])(C)C.[K+].C1(C)C=CC(S(Cl)(=O)=O)=CC=1.O. The catalyst is C1COCC1. The product is [C:9]([O:8][C:6]([N:4]1[CH2:5][C:2]2([O:15][CH2:14][C:13]2([CH3:17])[CH3:16])[CH2:3]1)=[O:7])([CH3:12])([CH3:11])[CH3:10]. The yield is 0.700. (2) The product is [CH:58]1([CH:48]([NH:47][C:20]([C:18]2[CH:17]=[CH:16][C:14]3[NH:15][C:11]([C:3]4[N:2]=[CH:1][C:10]5[C:5]([CH:4]=4)=[CH:6][CH:7]=[CH:8][CH:9]=5)=[N:12][C:13]=3[CH:19]=2)=[O:21])[CH2:49][C:50](=[O:51])[NH:52][C:53]2[NH:54][CH:55]=[CH:56][N:57]=2)[CH2:60][CH2:59]1. The yield is 0.0400. The reactants are [CH:1]1[C:10]2[C:5](=[CH:6][CH:7]=[CH:8][CH:9]=2)[CH:4]=[C:3]([C:11]2[NH:15][C:14]3[CH:16]=[CH:17][C:18]([C:20](O)=[O:21])=[CH:19][C:13]=3[N:12]=2)[N:2]=1.CN(C(ON1N=NC2C=CC=CC1=2)=[N+](C)C)C.F[P-](F)(F)(F)(F)F.[NH2:47][CH:48]([CH:58]1[CH2:60][CH2:59]1)[CH2:49][C:50]([NH:52][C:53]1[NH:54][CH:55]=[CH:56][N:57]=1)=[O:51]. No catalyst specified. (3) The reactants are [Cl:1][C:2]1[CH:7]=[CH:6][C:5]([O:8][C:9]2[CH:16]=[CH:15][C:14]([CH2:17][CH2:18]I)=[CH:13][C:10]=2[C:11]#[N:12])=[CH:4][C:3]=1[C:20]([F:23])([F:22])[F:21].C([O-])([O-])=O.[K+].[K+].[N:30]1[CH:35]=[C:34]([CH2:36][C:37]2[C:38](=[O:44])[NH:39][C:40](=[S:43])[NH:41][CH:42]=2)[CH:33]=[N:32][CH:31]=1. The catalyst is CN(C=O)C. The product is [Cl:1][C:2]1[CH:7]=[CH:6][C:5]([O:8][C:9]2[CH:16]=[CH:15][C:14]([CH2:17][CH2:18][S:43][C:40]3[NH:41][CH:42]=[C:37]([CH2:36][C:34]4[CH:33]=[N:32][CH:31]=[N:30][CH:35]=4)[C:38](=[O:44])[N:39]=3)=[CH:13][C:10]=2[C:11]#[N:12])=[CH:4][C:3]=1[C:20]([F:23])([F:22])[F:21]. The yield is 0.614. (4) The reactants are [C:1]1([C:7]2([CH2:11][C:12]([OH:14])=O)[CH2:10][CH2:9][CH2:8]2)[CH:6]=[CH:5][CH:4]=[CH:3][CH:2]=1.Cl.[CH3:16][NH:17][O:18][CH3:19].CN(C(ON1N=NC2C=CC=NC1=2)=[N+](C)C)C.F[P-](F)(F)(F)(F)F.C(N(CC)CC)C. The catalyst is ClCCl.O. The product is [CH3:19][O:18][N:17]([CH3:16])[C:12](=[O:14])[CH2:11][C:7]1([C:1]2[CH:6]=[CH:5][CH:4]=[CH:3][CH:2]=2)[CH2:10][CH2:9][CH2:8]1. The yield is 0.895. (5) The reactants are [OH:1][C:2]1[CH:7]=[CH:6][CH:5]=[CH:4][C:3]=1[C:8]([C:10]1[CH:11]=[N:12][N:13]([C:15]2[CH:20]=[CH:19][CH:18]=[CH:17][CH:16]=2)[CH:14]=1)=[O:9].Br[CH2:22][C:23]([O:25][CH2:26][CH3:27])=[O:24]. No catalyst specified. The product is [C:15]1([N:13]2[CH:14]=[C:10]([C:8]([C:3]3[CH:4]=[CH:5][CH:6]=[CH:7][C:2]=3[O:1][CH2:22][C:23]([O:25][CH2:26][CH3:27])=[O:24])=[O:9])[CH:11]=[N:12]2)[CH:20]=[CH:19][CH:18]=[CH:17][CH:16]=1. The yield is 0.670. (6) The reactants are C(N(CC)CC)C.[B-](F)(F)(F)F.CN(C(ON1C(=O)CCC1=O)=[N+](C)C)C.[CH3:28][O:29][C:30]1[CH:35]=[CH:34][C:33]([C:36]2[CH:41]=[CH:40][N:39]=[C:38]3[NH:42][C:43]([C:45]4[CH:53]=[CH:52][C:48]([C:49](O)=[O:50])=[CH:47][CH:46]=4)=[N:44][C:37]=23)=[CH:32][CH:31]=1.[CH2:54]([N:56]1[CH2:61][CH2:60][NH:59][CH2:58][CH2:57]1)[CH3:55]. The catalyst is CN(C=O)C. The product is [CH2:54]([N:56]1[CH2:61][CH2:60][N:59]([C:49]([C:48]2[CH:47]=[CH:46][C:45]([C:43]3[NH:42][C:38]4=[N:39][CH:40]=[CH:41][C:36]([C:33]5[CH:34]=[CH:35][C:30]([O:29][CH3:28])=[CH:31][CH:32]=5)=[C:37]4[N:44]=3)=[CH:53][CH:52]=2)=[O:50])[CH2:58][CH2:57]1)[CH3:55]. The yield is 0.210. (7) The reactants are [Cl:1][C:2]1[CH:3]=[C:4]([CH2:9][CH2:10][CH2:11][NH:12][C:13](=[O:23])/[CH:14]=[C:15]2\[O:16][C:17]([CH3:22])([CH3:21])[O:18][C:19]\2=[O:20])[CH:5]=[CH:6][C:7]=1[Cl:8].Cl[C:25]1C=C(/C=C/CCN)C=CC=1Cl. No catalyst specified. The product is [Cl:8][C:7]1[CH:6]=[C:5](/[CH:4]=[CH:9]/[CH2:10][CH2:11][NH:12][C:13](=[O:23])/[CH:14]=[C:15]2\[O:16][C:17]([CH3:21])([CH3:22])[O:18][C:19]\2=[O:20])[CH:25]=[CH:3][C:2]=1[Cl:1]. The yield is 0.540. (8) The reactants are [NH:1]([C:3]1[CH:8]=[C:7]([C:9]#[N:10])[CH:6]=[CH:5][N:4]=1)[NH2:2].[Cl:11][C:12]1[CH:13]=[C:14]([C:18](=O)[CH2:19][C:20](OCC)=[O:21])[CH:15]=[CH:16][CH:17]=1. The product is [Cl:11][C:12]1[CH:13]=[C:14]([C:18]2[CH:19]=[C:20]([OH:21])[N:1]([C:3]3[CH:8]=[C:7]([C:9]#[N:10])[CH:6]=[CH:5][N:4]=3)[N:2]=2)[CH:15]=[CH:16][CH:17]=1. The yield is 0.530. No catalyst specified.